This data is from Full USPTO retrosynthesis dataset with 1.9M reactions from patents (1976-2016). The task is: Predict the reactants needed to synthesize the given product. Given the product [Cl:1][C:2]1[CH:3]=[CH:4][C:5]([O:35][CH3:36])=[C:6]([CH:34]=1)[CH2:7][CH:8]1[C:14](=[O:15])[N:13]([C:16]([NH:18][C@H:19]([CH2:31][CH3:32])[C:20]([NH:22][C@H:23]([CH3:38])[C:24]([OH:26])=[O:25])=[O:21])=[O:17])[CH2:12][C:11](=[O:33])[NH:10][CH2:9]1, predict the reactants needed to synthesize it. The reactants are: [Cl:1][C:2]1[CH:3]=[CH:4][C:5]([O:35][CH3:36])=[C:6]([CH:34]=1)[CH2:7][CH:8]1[C:14](=[O:15])[N:13]([C:16]([NH:18][CH:19]([CH2:31][CH3:32])[C:20]([NH:22][CH2:23][C:24]([O:26]C(C)(C)C)=[O:25])=[O:21])=[O:17])[CH2:12][C:11](=[O:33])[NH:10][CH2:9]1.Cl.[C:38](OC(=O)CN)(C)(C)C.Cl.C(OC(=O)[C@@H](C)N)(C)(C)C.